This data is from Reaction yield outcomes from USPTO patents with 853,638 reactions. The task is: Predict the reaction yield, written as a fraction of the theoretical maximum amount of product (1.0 means a 100% yield; for example, 0.34 means a 34% yield). (1) The reactants are [CH2:1]([O:8][N:9]1[C:12]2([CH:17]=CC(=O)[CH:14](O)[CH:13]2[OH:20])[CH2:11][C:10]1=[O:21])[C:2]1[CH:7]=[CH:6][CH:5]=[CH:4][CH:3]=1.[CH3:22][O:23]C(OC)(C)C.[CH3:29]C1C=CC(S(O)(=O)=O)=CC=1.[CH3:40][C:41]([CH3:43])=[O:42]. No catalyst specified. The product is [CH2:1]([O:8][N:9]1[C:12]23[CH:17]=[CH:43][C:41](=[O:42])[CH:40]([CH3:29])[C:13]2([O:20][CH2:22][O:23][CH:11]3[C:10]1=[O:21])[CH3:14])[C:2]1[CH:3]=[CH:4][CH:5]=[CH:6][CH:7]=1. The yield is 0.420. (2) The reactants are [C:1]([O:5][C:6]([C:8]1[O:9][C:10]2[CH:17]=[CH:16][C:15]([Br:18])=[C:14]([OH:19])[C:11]=2[C:12]=1[CH3:13])=[O:7])([CH3:4])([CH3:3])[CH3:2].IC.[C:22]([O-])([O-])=O.[K+].[K+]. The catalyst is CN(C=O)C. The product is [C:1]([O:5][C:6]([C:8]1[O:9][C:10]2[CH:17]=[CH:16][C:15]([Br:18])=[C:14]([O:19][CH3:22])[C:11]=2[C:12]=1[CH3:13])=[O:7])([CH3:4])([CH3:2])[CH3:3]. The yield is 1.00. (3) The reactants are [CH2:1]([N:8]1[CH2:13][CH2:12][N:11]([C:14]2[CH:19]=[CH:18][N:17]=[C:16]3[NH:20][CH:21]=[C:22]([N+:23]([O-])=O)[C:15]=23)[CH2:10][CH2:9]1)[C:2]1[CH:7]=[CH:6][CH:5]=[CH:4][CH:3]=1.Cl.Cl[Sn]Cl.C([O-])([O-])=O.[Na+].[Na+].[C:36](O[C:36](=[O:40])[CH2:37][CH2:38][CH3:39])(=[O:40])[CH2:37][CH2:38][CH3:39]. The catalyst is C(Cl)Cl.N1C=CC=CC=1.O. The product is [CH2:1]([N:8]1[CH2:13][CH2:12][N:11]([C:14]2[CH:19]=[CH:18][N:17]=[C:16]3[NH:20][CH:21]=[C:22]([NH:23][C:36](=[O:40])[CH2:37][CH2:38][CH3:39])[C:15]=23)[CH2:10][CH2:9]1)[C:2]1[CH:7]=[CH:6][CH:5]=[CH:4][CH:3]=1. The yield is 0.456. (4) The reactants are [NH:1]1[C:9]2[C:4](=[CH:5][CH:6]=[C:7]([C:10]([OH:12])=[O:11])[CH:8]=2)[CH:3]=[CH:2]1.CO.[C:15]1(=O)[CH2:20][CH2:19][CH2:18][CH2:17][CH2:16]1.C[O-].[Na+]. The catalyst is C1CCCCC1.O. The product is [C:15]1([C:3]2[C:4]3[C:9](=[CH:8][C:7]([C:10]([OH:12])=[O:11])=[CH:6][CH:5]=3)[NH:1][CH:2]=2)[CH2:20][CH2:19][CH2:18][CH2:17][CH:16]=1. The yield is 1.00. (5) The reactants are C(OC(=O)[NH:7][C:8]1[C:9]2[N:10]([N:16]=[CH:17][CH:18]=2)[C:11]([C:14]#[N:15])=[CH:12][CH:13]=1)(C)(C)C.C(O)(C(F)(F)F)=O. The catalyst is C(Cl)Cl. The product is [NH2:7][C:8]1[C:9]2[N:10]([N:16]=[CH:17][CH:18]=2)[C:11]([C:14]#[N:15])=[CH:12][CH:13]=1. The yield is 0.580. (6) The reactants are [OH:1][CH:2]1[C:11]2[N:10]=[CH:9][CH:8]=[CH:7][C:6]=2[CH2:5][CH2:4][CH2:3]1. The catalyst is C(Cl)Cl.[O-2].[O-2].[Mn+4]. The product is [N:10]1[C:11]2[C:2](=[O:1])[CH2:3][CH2:4][CH2:5][C:6]=2[CH:7]=[CH:8][CH:9]=1. The yield is 0.820. (7) The reactants are Cl.Cl.Cl.[O:4]1[C:12]2[CH:11]=[CH:10][N:9]=[C:8]([N:13]3[CH2:18][CH2:17][N:16]([CH2:19][CH2:20][C@H:21]4[CH2:26][CH2:25][C@H:24]([NH2:27])[CH2:23][CH2:22]4)[CH2:15][CH2:14]3)[C:7]=2[CH:6]=[CH:5]1.CCN(CC)CC.[CH3:35][N:36]([CH3:41])[S:37](Cl)(=[O:39])=[O:38].O. The catalyst is C(Cl)Cl. The product is [O:4]1[C:12]2[CH:11]=[CH:10][N:9]=[C:8]([N:13]3[CH2:18][CH2:17][N:16]([CH2:19][CH2:20][C@H:21]4[CH2:26][CH2:25][C@H:24]([NH:27][S:37]([N:36]([CH3:41])[CH3:35])(=[O:39])=[O:38])[CH2:23][CH2:22]4)[CH2:15][CH2:14]3)[C:7]=2[CH:6]=[CH:5]1. The yield is 0.600. (8) The reactants are C(OC=C(C#N)[C:6]#[N:7])C.[C:10](O)(=O)[C:11](O)=O.[CH2:16]([NH:18][NH2:19])[CH3:17].[CH2:20]([N:22](CC)CC)C. The catalyst is C(O)C. The product is [NH2:22][C:20]1[N:19]([CH2:10][CH3:11])[N:18]=[CH:16][C:17]=1[C:6]#[N:7]. The yield is 0.530. (9) The reactants are [CH3:1][C:2]([CH3:18])([CH2:16][CH3:17])[C:3](=[O:15])[C:4]([N:6]1[CH:10]([C:11]([O:13]C)=[O:12])[CH2:9][O:8][CH2:7]1)=[O:5].[Li+].[OH-]. The catalyst is CO. The product is [CH3:1][C:2]([CH3:18])([CH2:16][CH3:17])[C:3](=[O:15])[C:4]([N:6]1[CH:10]([C:11]([OH:13])=[O:12])[CH2:9][O:8][CH2:7]1)=[O:5]. The yield is 0.860.